Task: Predict the reaction yield, written as a fraction of the theoretical maximum amount of product (1.0 means a 100% yield; for example, 0.34 means a 34% yield).. Dataset: Reaction yield outcomes from USPTO patents with 853,638 reactions The reactants are [F:1][C:2]([F:26])([F:25])[C:3]1[CH:24]=[CH:23][C:6]([CH2:7][O:8][N:9]=[C:10]([C:12]2[CH:13]=[CH:14][C:15]([O:18][CH2:19][C:20](O)=[O:21])=[N:16][CH:17]=2)[CH3:11])=[CH:5][CH:4]=1.C(Cl)CCl.C1C=CC2N(O)N=[N:37]C=2C=1.C(N1CCOCC1)C.N. The catalyst is CN(C=O)C.O. The product is [F:1][C:2]([F:26])([F:25])[C:3]1[CH:24]=[CH:23][C:6]([CH2:7][O:8][N:9]=[C:10]([C:12]2[CH:13]=[CH:14][C:15]([O:18][CH2:19][C:20]([NH2:37])=[O:21])=[N:16][CH:17]=2)[CH3:11])=[CH:5][CH:4]=1. The yield is 0.500.